Dataset: Reaction yield outcomes from USPTO patents with 853,638 reactions. Task: Predict the reaction yield, written as a fraction of the theoretical maximum amount of product (1.0 means a 100% yield; for example, 0.34 means a 34% yield). The reactants are [NH:1]1[C:9]2[C:4](=[CH:5][CH:6]=[C:7]([C:10]3[C:15]([CH:16]([CH2:21][CH2:22][CH3:23])[C:17]([O:19]C)=[O:18])=[C:14]([CH3:24])[N:13]=[C:12]([C:25]4[CH:30]=[CH:29][CH:28]=[CH:27][CH:26]=4)[N:11]=3)[CH:8]=2)[CH:3]=[CH:2]1.[OH-].[Na+]. The catalyst is CO. The product is [NH:1]1[C:9]2[C:4](=[CH:5][CH:6]=[C:7]([C:10]3[C:15]([CH:16]([CH2:21][CH2:22][CH3:23])[C:17]([OH:19])=[O:18])=[C:14]([CH3:24])[N:13]=[C:12]([C:25]4[CH:26]=[CH:27][CH:28]=[CH:29][CH:30]=4)[N:11]=3)[CH:8]=2)[CH:3]=[CH:2]1. The yield is 0.520.